This data is from Catalyst prediction with 721,799 reactions and 888 catalyst types from USPTO. The task is: Predict which catalyst facilitates the given reaction. (1) Reactant: [F:1][C:2]1[CH:11]=[C:10]([CH3:12])[C:9]([O:13][CH3:14])=[CH:8][C:3]=1[C:4]([O:6][CH3:7])=[O:5].[Br:15]N1C(=O)CCC1=O.C(OOC(=O)C1C=CC=CC=1)(=O)C1C=CC=CC=1. Product: [Br:15][CH2:12][C:10]1[C:9]([O:13][CH3:14])=[CH:8][C:3]([C:4]([O:6][CH3:7])=[O:5])=[C:2]([F:1])[CH:11]=1. The catalyst class is: 53. (2) Reactant: Cl.Cl.[F:3][C:4]([F:25])([F:24])[C:5]([C:11]1[CH:12]=[N:13][C:14]([N:17]2[CH2:22][CH2:21][NH:20][CH2:19][C@@H:18]2[CH3:23])=[N:15][CH:16]=1)([OH:10])[C:6]([F:9])([F:8])[F:7].C(N(CC)CC)C.[N+:33]([C:36]1[CH:41]=[CH:40][CH:39]=[CH:38][C:37]=1[S:42](Cl)(=[O:44])=[O:43])([O-:35])=[O:34].C(=O)(O)[O-].[Na+]. Product: [F:25][C:4]([F:3])([F:24])[C:5]([C:11]1[CH:12]=[N:13][C:14]([N:17]2[CH2:22][CH2:21][N:20]([S:42]([C:37]3[CH:38]=[CH:39][CH:40]=[CH:41][C:36]=3[N+:33]([O-:35])=[O:34])(=[O:43])=[O:44])[CH2:19][C@@H:18]2[CH3:23])=[N:15][CH:16]=1)([OH:10])[C:6]([F:9])([F:8])[F:7]. The catalyst class is: 2. (3) Reactant: [CH2:1]([O:3][C:4]([C:6]1[C:10]([N+:11]([O-:13])=[O:12])=[CH:9][NH:8][N:7]=1)=[O:5])C.[N+](C1C(C(O)=O)=NNC=1)([O-])=O.S(Cl)(Cl)=O.CO. Product: [CH3:1][O:3][C:4]([C:6]1[C:10]([N+:11]([O-:13])=[O:12])=[CH:9][NH:8][N:7]=1)=[O:5]. The catalyst class is: 14. (4) Reactant: [CH3:1][C:2]1[N:3]=[CH:4][S:5][C:6]=1[CH3:7].C([Li])CCC.[C:13](OCC)(=[O:15])[CH3:14]. Product: [C:13]([C:4]1[S:5][C:6]([CH3:7])=[C:2]([CH3:1])[N:3]=1)(=[O:15])[CH3:14]. The catalyst class is: 27. (5) Reactant: CN(C)C=O.[H-].[Na+].[Cl:8][C:9]1[CH:14]=[C:13]([O:15][C:16]2[C:25]3[C:20](=[CH:21][C:22]([O:28][CH3:29])=[C:23]([O:26][CH3:27])[CH:24]=3)[N:19]=[CH:18][N:17]=2)[CH:12]=[CH:11][C:10]=1[NH:30][C:31](=[O:39])[O:32][CH:33]1[CH2:38][CH2:37][CH2:36][CH2:35][CH2:34]1.[CH2:40](I)[CH3:41]. Product: [Cl:8][C:9]1[CH:14]=[C:13]([O:15][C:16]2[C:25]3[C:20](=[CH:21][C:22]([O:28][CH3:29])=[C:23]([O:26][CH3:27])[CH:24]=3)[N:19]=[CH:18][N:17]=2)[CH:12]=[CH:11][C:10]=1[N:30]([CH2:40][CH3:41])[C:31](=[O:39])[O:32][CH:33]1[CH2:38][CH2:37][CH2:36][CH2:35][CH2:34]1. The catalyst class is: 6. (6) Reactant: [Br-:1].[Br-].[Br-].[NH+]1C=CC=CC=1.[NH+]1C=CC=CC=1.[NH+]1C=CC=CC=1.[C:22]([C:25]1[CH:26]=[CH:27][C:28]([Br:31])=[N:29][CH:30]=1)(=[O:24])[CH3:23]. Product: [Br:31][C:28]1[CH:27]=[CH:26][C:25]([C:22](=[O:24])[CH2:23][Br:1])=[CH:30][N:29]=1. The catalyst class is: 1. (7) Reactant: C(OC([N:8]1[CH2:12][CH2:11][C:10]([C:16]([C:18]2[S:19][C:20]([CH3:24])=[C:21]([Cl:23])[CH:22]=2)=[O:17])([CH2:13][CH2:14][CH3:15])[CH2:9]1)=O)(C)(C)C.CO.ClCCl.Cl. Product: [ClH:23].[Cl:23][C:21]1[CH:22]=[C:18]([C:16]([C:10]2([CH2:13][CH2:14][CH3:15])[CH2:11][CH2:12][NH:8][CH2:9]2)=[O:17])[S:19][C:20]=1[CH3:24]. The catalyst class is: 28.